Task: Predict the reactants needed to synthesize the given product.. Dataset: Full USPTO retrosynthesis dataset with 1.9M reactions from patents (1976-2016) (1) Given the product [ClH:30].[CH3:1][NH:2][C:3]([N:5]1[C:17]2([CH2:22][CH2:21][NH:20][CH2:19][CH2:18]2)[C:9]2=[CH:10][CH:11]=[C:12]([C:13]([F:15])([F:16])[F:14])[N:8]2[CH2:7][CH2:6]1)=[O:4], predict the reactants needed to synthesize it. The reactants are: [CH3:1][NH:2][C:3]([N:5]1[C:17]2([CH2:22][CH2:21][N:20](C(OC(C)(C)C)=O)[CH2:19][CH2:18]2)[C:9]2=[CH:10][CH:11]=[C:12]([C:13]([F:16])([F:15])[F:14])[N:8]2[CH2:7][CH2:6]1)=[O:4].[ClH:30].O1CCOCC1. (2) Given the product [F:1][C:2]1[CH:3]=[N:4][C:5]([NH:11][C:12]2[CH:17]=[CH:16][CH:15]=[CH:14][CH:13]=2)=[C:6]([CH:10]=1)[C:7]([NH:53][C:49]([CH3:50])([C:51]#[CH:52])[CH3:48])=[O:9], predict the reactants needed to synthesize it. The reactants are: [F:1][C:2]1[CH:3]=[N:4][C:5]([NH:11][C:12]2[CH:17]=[CH:16][CH:15]=[CH:14][CH:13]=2)=[C:6]([CH:10]=1)[C:7]([OH:9])=O.CCN=C=NCCCN(C)C.C1C=CC2N(O)N=NC=2C=1.CCN(C(C)C)C(C)C.[CH3:48][C:49]([NH2:53])([C:51]#[CH:52])[CH3:50]. (3) Given the product [Br:11][C:12]1[CH:13]=[C:14]([CH:15]([C:3]2[CH:8]=[CH:7][C:6]([CH2:9][CH3:10])=[CH:5][CH:4]=2)[OH:16])[CH:17]=[CH:18][C:19]=1[O:20][CH2:21][CH3:22], predict the reactants needed to synthesize it. The reactants are: [Mg].Br[C:3]1[CH:8]=[CH:7][C:6]([CH2:9][CH3:10])=[CH:5][CH:4]=1.[Br:11][C:12]1[CH:13]=[C:14]([CH:17]=[CH:18][C:19]=1[O:20][CH2:21][CH3:22])[CH:15]=[O:16].[Cl-].[NH4+]. (4) Given the product [ClH:1].[ClH:46].[Cl:1][C:2]1[CH:3]=[C:4]([C@H:9]([CH2:21][CH2:22][N:23]2[CH2:24][CH2:25][CH:26]([N:29]3[CH2:30][CH2:31][CH2:32][NH:33][C:34]3=[O:39])[CH2:27][CH2:28]2)[CH2:10][N:11]([CH3:20])[C:12](=[O:19])[C:13]2[CH:18]=[CH:17][CH:16]=[CH:15][CH:14]=2)[CH:5]=[CH:6][C:7]=1[Cl:8], predict the reactants needed to synthesize it. The reactants are: [Cl:1][C:2]1[CH:3]=[C:4]([C@H:9]([CH2:21][CH2:22][N:23]2[CH2:28][CH2:27][CH:26]([N:29](C(=O)C(F)(F)F)[CH2:30][CH2:31][CH2:32][NH:33][C:34](=[O:39])C(F)(F)F)[CH2:25][CH2:24]2)[CH2:10][N:11]([CH3:20])[C:12](=[O:19])[C:13]2[CH:18]=[CH:17][CH:16]=[CH:15][CH:14]=2)[CH:5]=[CH:6][C:7]=1[Cl:8].[ClH:46]. (5) Given the product [Br:34][CH2:35][CH2:36][CH2:37][CH2:38][O:21][C:15]1[CH:14]=[C:13]2[C:18]([C:9]([O:8][C:6]3[CH:5]=[CH:4][C:3]([NH:22][C:23](=[O:27])[N:24]([CH3:26])[CH3:25])=[C:2]([Cl:1])[CH:7]=3)=[N:10][CH:11]=[N:12]2)=[CH:17][C:16]=1[O:19][CH3:20], predict the reactants needed to synthesize it. The reactants are: [Cl:1][C:2]1[CH:7]=[C:6]([O:8][C:9]2[C:18]3[C:13](=[CH:14][C:15]([OH:21])=[C:16]([O:19][CH3:20])[CH:17]=3)[N:12]=[CH:11][N:10]=2)[CH:5]=[CH:4][C:3]=1[NH:22][C:23](=[O:27])[N:24]([CH3:26])[CH3:25].C(=O)([O-])[O-].[K+].[K+].[Br:34][CH2:35][CH2:36][CH2:37][CH2:38]Br.O. (6) Given the product [CH3:23][C:9]1[N:8]=[C:7]([C:5]2[S:6][C:2]([C:28]3[CH:29]=[CH:30][C:25]([NH2:24])=[N:26][CH:27]=3)=[CH:3][CH:4]=2)[CH:12]=[C:11]([C:13]2[CH:18]=[CH:17][C:16]([C:19]([F:22])([F:21])[F:20])=[CH:15][CH:14]=2)[CH:10]=1, predict the reactants needed to synthesize it. The reactants are: Br[C:2]1[S:6][C:5]([C:7]2[CH:12]=[C:11]([C:13]3[CH:18]=[CH:17][C:16]([C:19]([F:22])([F:21])[F:20])=[CH:15][CH:14]=3)[CH:10]=[C:9]([CH3:23])[N:8]=2)=[CH:4][CH:3]=1.[NH2:24][C:25]1[CH:30]=[CH:29][C:28](B2OC(C)(C)C(C)(C)O2)=[CH:27][N:26]=1.